Dataset: Full USPTO retrosynthesis dataset with 1.9M reactions from patents (1976-2016). Task: Predict the reactants needed to synthesize the given product. (1) Given the product [CH2:19]([O:18][Si:14]([O:21][CH2:22][CH3:23])([O:15][CH2:16][CH3:17])[CH2:13][CH2:12][CH2:11][N:10]1[CH2:9][CH2:8][N:7]=[CH:1]1)[CH3:20], predict the reactants needed to synthesize it. The reactants are: [CH:1]([O-])([O-])OCC.[NH2:7][CH2:8][CH2:9][NH:10][CH2:11][CH2:12][CH2:13][Si:14]([O:21][CH2:22][CH3:23])([O:18][CH2:19][CH3:20])[O:15][CH2:16][CH3:17]. (2) Given the product [CH:13]1([NH:16][C:2]2[CH:7]=[CH:6][C:5]([O:8][CH3:9])=[CH:4][C:3]=2[N+:10]([O-:12])=[O:11])[CH2:15][CH2:14]1, predict the reactants needed to synthesize it. The reactants are: I[C:2]1[CH:7]=[CH:6][C:5]([O:8][CH3:9])=[CH:4][C:3]=1[N+:10]([O-:12])=[O:11].[CH:13]1([NH2:16])[CH2:15][CH2:14]1.CC(OC1C=CC=C(OC(C)C)C=1C1C(P(C2CCCCC2)C2CCCCC2)=CC=CC=1)C. (3) Given the product [ClH:7].[C:10](=[NH:17])([O:1][CH3:2])[C:11]1[CH:16]=[CH:15][CH:14]=[CH:13][CH:12]=1, predict the reactants needed to synthesize it. The reactants are: [O:1]1CCOC[CH2:2]1.[ClH:7].CO.[C:10](#[N:17])[C:11]1[CH:16]=[CH:15][CH:14]=[CH:13][CH:12]=1. (4) The reactants are: [CH3:1][O:2][C:3](=[O:16])[CH2:4][C:5]1[C:13]2[C:8](=[CH:9][C:10]([OH:14])=[CH:11][CH:12]=2)[N:7]([CH3:15])[CH:6]=1.C(N(CC)CC)C.[F:24][C:25]([F:38])([F:37])[S:26](O[S:26]([C:25]([F:38])([F:37])[F:24])(=[O:28])=[O:27])(=[O:28])=[O:27]. Given the product [CH3:1][O:2][C:3](=[O:16])[CH2:4][C:5]1[C:13]2[C:8](=[CH:9][C:10]([O:14][S:26]([C:25]([F:38])([F:37])[F:24])(=[O:28])=[O:27])=[CH:11][CH:12]=2)[N:7]([CH3:15])[CH:6]=1, predict the reactants needed to synthesize it. (5) Given the product [Br:1][C:2]1[CH:3]=[C:4]([CH:21]=[C:22]([C:24]([F:27])([F:26])[F:25])[CH:23]=1)[C:5]([N:7]([CH2:9][C@H:10]([C:14]1[CH:19]=[CH:18][C:17]([F:20])=[CH:16][CH:15]=1)[CH2:11][CH:12]=[O:32])[CH3:8])=[O:6], predict the reactants needed to synthesize it. The reactants are: [Br:1][C:2]1[CH:3]=[C:4]([CH:21]=[C:22]([C:24]([F:27])([F:26])[F:25])[CH:23]=1)[C:5]([N:7]([CH2:9][C@H:10]([C:14]1[CH:19]=[CH:18][C:17]([F:20])=[CH:16][CH:15]=1)[CH2:11][CH:12]=C)[CH3:8])=[O:6].C[N+]1([O-])CC[O:32]CC1.OS([O-])=O.[Na+]. (6) Given the product [CH:1]([C@@H:4]1[CH2:9][CH2:8][C@H:7]([O:10][C:11]2[CH:12]=[C:13]3[C:18](=[CH:19][CH:20]=2)[CH:17]=[C:16]([CH2:21][N:24]2[CH2:25][CH:26]([CH:28]4[CH2:33][CH2:32][CH2:31][CH:30]([C:34]([O:36][CH3:38])=[O:35])[CH2:29]4)[CH2:27]2)[CH:15]=[CH:14]3)[CH2:6][CH2:5]1)([CH3:3])[CH3:2], predict the reactants needed to synthesize it. The reactants are: [CH:1]([C@@H:4]1[CH2:9][CH2:8][C@H:7]([O:10][C:11]2[CH:12]=[C:13]3[C:18](=[CH:19][CH:20]=2)[CH:17]=[C:16]([CH:21]=O)[CH:15]=[CH:14]3)[CH2:6][CH2:5]1)([CH3:3])[CH3:2].Cl.[NH:24]1[CH2:27][CH:26]([CH:28]2[CH2:33][CH2:32][CH2:31][CH:30]([C:34]([OH:36])=[O:35])[CH2:29]2)[CH2:25]1.[BH3-][C:38]#N.[Na+]. (7) Given the product [ClH:49].[ClH:49].[NH2:7][C@@H:8]([CH3:11])[CH2:9][CH2:10][NH:5][CH2:4][CH:1]1[CH2:3][CH2:2]1.[CH:1]1([CH2:4][N:5]2[CH2:10][CH2:9][C@H:8]([CH3:11])[N:7]3[C:12](=[O:34])[C:13]4[N:14]([CH:16]=[C:17]([C:22]([NH:24][CH2:25][C:26]5[CH:31]=[CH:30][C:29]([F:32])=[CH:28][C:27]=5[F:33])=[O:23])[C:18](=[O:21])[C:19]=4[OH:20])[CH2:15][C@@H:6]23)[CH2:2][CH2:3]1.[CH:1]1([CH2:4][N:5]2[CH2:10][CH2:9][C@H:8]([CH3:11])[N:7]3[C:12](=[O:34])[C:13]4[N:14]([CH:16]=[C:17]([C:22]([NH:24][CH2:25][C:26]5[CH:31]=[CH:30][C:29]([F:32])=[CH:28][C:27]=5[F:33])=[O:23])[C:18](=[O:21])[C:19]=4[O:20][CH2:50][C:45]4[CH:46]=[CH:38][CH:37]=[CH:36][CH:44]=4)[CH2:15][C@@H:6]23)[CH2:2][CH2:3]1, predict the reactants needed to synthesize it. The reactants are: [CH:1]1([CH2:4][N:5]2[CH2:10][CH2:9][C@H:8]([CH3:11])[N:7]3[C:12](=[O:34])[C:13]4[N:14]([CH:16]=[C:17]([C:22]([NH:24][CH2:25][C:26]5[CH:31]=[CH:30][C:29]([F:32])=[CH:28][C:27]=5[F:33])=[O:23])[C:18](=[O:21])[C:19]=4[OH:20])[CH2:15][C@@H:6]23)[CH2:3][CH2:2]1.N[C@@H:36]([CH3:44])[CH2:37][CH2:38]N[CH2:44][CH:36]1[CH2:38][CH2:37]1.[C:45](O)(=O)[CH3:46].[Cl:49][CH2:50]Cl. (8) The reactants are: [CH3:1][C:2]1([CH3:15])[CH:7]=[CH:6][C:5]2[CH:8]=[C:9]([N+:12]([O-])=O)[CH:10]=[CH:11][C:4]=2[O:3]1.O.NN.O. Given the product [NH2:12][C:9]1[CH:10]=[CH:11][C:4]2[O:3][C:2]([CH3:1])([CH3:15])[CH:7]=[CH:6][C:5]=2[CH:8]=1, predict the reactants needed to synthesize it. (9) Given the product [CH3:34][O:33][C:23]1[CH:22]=[C:21]([CH:26]=[CH:25][C:24]=1[N:27]1[CH:31]=[C:30]([CH3:32])[N:29]=[CH:28]1)/[CH:20]=[C:15]1/[C:14](=[O:35])[N:13]([CH:4]2[CH2:5][CH2:6][C:7]3[C:12](=[CH:11][CH:10]=[CH:9][CH:8]=3)[CH2:3]2)[CH2:18][CH2:17][CH2:16]/1, predict the reactants needed to synthesize it. The reactants are: [H-].[Na+].[CH2:3]1[C:12]2[C:7](=[CH:8][CH:9]=[CH:10][CH:11]=2)[CH2:6][CH2:5][CH:4]1[NH:13][C:14](=[O:35])/[C:15](=[CH:20]/[C:21]1[CH:26]=[CH:25][C:24]([N:27]2[CH:31]=[C:30]([CH3:32])[N:29]=[CH:28]2)=[C:23]([O:33][CH3:34])[CH:22]=1)/[CH2:16][CH2:17][CH2:18]Cl.C(=O)(O)[O-].[Na+].C(OCC)(=O)C. (10) Given the product [F:19][C:20]1[CH:25]=[CH:24][C:23]([C:2]2[N:6]3[N:7]=[CH:8][CH:9]=[N:10][C:5]3=[N:4][CH:3]=2)=[CH:22][C:21]=1[C:35]1[C:36]([C:41]#[N:42])=[CH:37][CH:38]=[CH:39][CH:40]=1, predict the reactants needed to synthesize it. The reactants are: Br[C:2]1[N:6]2[N:7]=[CH:8][CH:9]=[N:10][C:5]2=[N:4][CH:3]=1.P([O-])([O-])([O-])=O.[K+].[K+].[K+].[F:19][C:20]1[CH:25]=[CH:24][C:23](B2OC(C)(C)C(C)(C)O2)=[CH:22][C:21]=1[C:35]1[C:36]([C:41]#[N:42])=[CH:37][CH:38]=[CH:39][CH:40]=1.